From a dataset of Catalyst prediction with 721,799 reactions and 888 catalyst types from USPTO. Predict which catalyst facilitates the given reaction. (1) Reactant: [CH2:1]([N:3]([CH2:37][CH3:38])[CH2:4][CH2:5][CH2:6][NH:7][C:8]1[N:9]=[C:10]([C:27]2[C:28]([CH3:36])=[C:29]([CH:33]=[CH:34][CH:35]=2)[C:30](O)=[O:31])[C:11]2[CH:17]=[CH:16][C:15](=[O:18])[N:14]([C:19]3[C:24]([F:25])=[CH:23][CH:22]=[CH:21][C:20]=3[F:26])[C:12]=2[N:13]=1)[CH3:2].CN(C(O[N:47]1N=N[C:49]2[CH:50]=CC=C[C:48]1=2)=[N+](C)C)C.F[P-](F)(F)(F)(F)F.C(N(CC)CC)C.C(N)CC. Product: [CH2:37]([N:3]([CH2:1][CH3:2])[CH2:4][CH2:5][CH2:6][NH:7][C:8]1[N:9]=[C:10]([C:27]2[C:28]([CH3:36])=[C:29]([CH:33]=[CH:34][CH:35]=2)[C:30]([NH:47][CH2:48][CH2:49][CH3:50])=[O:31])[C:11]2[CH:17]=[CH:16][C:15](=[O:18])[N:14]([C:19]3[C:24]([F:25])=[CH:23][CH:22]=[CH:21][C:20]=3[F:26])[C:12]=2[N:13]=1)[CH3:38]. The catalyst class is: 3. (2) Reactant: [Cl:1][C:2]1[N:10]=[C:9]2[C:5]([N:6]=[CH:7][N:8]2[CH2:11][CH3:12])=[C:4]([N:13]2[CH2:18][CH2:17][O:16][CH2:15][CH2:14]2)[N:3]=1.CN(CCN(C)C)C.[Li]CCCC.CN([CH:35]=[O:36])C. Product: [Cl:1][C:2]1[N:10]=[C:9]2[C:5]([N:6]=[C:7]([CH:35]=[O:36])[N:8]2[CH2:11][CH3:12])=[C:4]([N:13]2[CH2:14][CH2:15][O:16][CH2:17][CH2:18]2)[N:3]=1. The catalyst class is: 1. (3) Reactant: C([O:5][C:6]([C:8]1[C:9]([C:14]2[CH:19]=[C:18]([C:20](=[O:37])[NH:21][C@H:22]([CH2:30][C:31]3[CH:36]=[CH:35][CH:34]=[CH:33][CH:32]=3)[C@H:23]([C:25]([O:27][CH2:28][CH3:29])=[O:26])[OH:24])[CH:17]=[CH:16][C:15]=2[F:38])=[CH:10][CH:11]=[CH:12][CH:13]=1)=[O:7])(C)(C)C.C(O)(C(F)(F)F)=O.C(Cl)Cl.C1COCC1.[OH-].[Na+]. Product: [CH2:30]([C@@H:22]([NH:21][C:20]([C:18]1[CH:17]=[CH:16][C:15]([F:38])=[C:14]([C:9]2[C:8]([C:6]([OH:7])=[O:5])=[CH:13][CH:12]=[CH:11][CH:10]=2)[CH:19]=1)=[O:37])[C@H:23]([C:25]([O:27][CH2:28][CH3:29])=[O:26])[OH:24])[C:31]1[CH:36]=[CH:35][CH:34]=[CH:33][CH:32]=1. The catalyst class is: 25. (4) Reactant: [Cl:1][C:2](Cl)([O:4]C(=O)OC(Cl)(Cl)Cl)Cl.N1C=CC=CC=1.[F:19][C:20]([F:35])([F:34])[C:21]1[CH:22]=[C:23]([CH:31]=[CH:32][CH:33]=1)[CH2:24][N:25]1[CH2:30][CH2:29][NH:28][CH2:27][CH2:26]1. Product: [F:35][C:20]([F:19])([F:34])[C:21]1[CH:22]=[C:23]([CH:31]=[CH:32][CH:33]=1)[CH2:24][N:25]1[CH2:30][CH2:29][N:28]([C:2]([Cl:1])=[O:4])[CH2:27][CH2:26]1. The catalyst class is: 7. (5) Reactant: [OH:1][CH2:2][CH2:3][NH:4][CH2:5][CH2:6][OH:7].[CH3:8][O:9]C(=O)OC.[O-]CC.[Na+]. Product: [OH:1][CH2:2][CH2:3][N:4]1[CH2:5][CH2:6][O:7][C:8]1=[O:9]. The catalyst class is: 8. (6) Reactant: C([N:4]1[C:12]2[C:7](=[CH:8][C:9]([C:13](Cl)=[O:14])=[CH:10][CH:11]=2)[C:6]([C:16]2[CH:21]=[CH:20][C:19]([F:22])=[CH:18][CH:17]=2)=[N:5]1)(=O)C.[OH-].[NH4+:24].O. Product: [F:22][C:19]1[CH:20]=[CH:21][C:16]([C:6]2[C:7]3[C:12](=[CH:11][CH:10]=[C:9]([C:13]([NH2:24])=[O:14])[CH:8]=3)[NH:4][N:5]=2)=[CH:17][CH:18]=1. The catalyst class is: 2. (7) Reactant: [C:1]([C:4]1[NH:8][C:7]2[C:9]([Cl:13])=[C:10]([Cl:12])[S:11][C:6]=2[CH:5]=1)([OH:3])=O.C(Cl)(=O)C(Cl)=O.C(=O)([O-])[O-].[Ca+2].[CH3:25][O:26][C:27]1[CH:28]=[C:29]([CH:33]=[CH:34][CH:35]=1)[CH2:30][CH2:31][NH2:32]. Product: [Cl:12][C:10]1[S:11][C:6]2[CH:5]=[C:4]([C:1](=[O:3])[NH:32][CH2:31][CH2:30][C:29]3[CH:33]=[CH:34][CH:35]=[C:27]([O:26][CH3:25])[CH:28]=3)[NH:8][C:7]=2[C:9]=1[Cl:13]. The catalyst class is: 59. (8) Reactant: C[Si](C)(C)[NH:3][Si](C)(C)C.C([Li])CCC.[Cl:15][C:16]1[CH:23]=[CH:22][CH:21]=[CH:20][C:17]=1[C:18]#[N:19].Cl. Product: [Cl:15][C:16]1[CH:23]=[CH:22][CH:21]=[CH:20][C:17]=1[C:18](=[NH:3])[NH2:19]. The catalyst class is: 27. (9) Reactant: [F:1][C:2]([F:15])([F:14])[O:3][C:4]1[CH:9]=[CH:8][C:7]([S:10](Cl)(=[O:12])=[O:11])=[CH:6][CH:5]=1.Cl.[NH:17]1[CH2:22][CH2:21][CH:20](/[CH:23]=[CH:24]/[C:25]([O:27][CH2:28][CH3:29])=[O:26])[CH2:19][CH2:18]1. Product: [F:1][C:2]([F:15])([F:14])[O:3][C:4]1[CH:9]=[CH:8][C:7]([S:10]([N:17]2[CH2:22][CH2:21][CH:20](/[CH:23]=[CH:24]/[C:25]([O:27][CH2:28][CH3:29])=[O:26])[CH2:19][CH2:18]2)(=[O:12])=[O:11])=[CH:6][CH:5]=1. The catalyst class is: 17. (10) Reactant: C([N:8]1[CH2:12][CH2:11][CH:10]([NH:13][C:14](=[O:21])[CH2:15][C:16]([O:18][CH2:19][CH3:20])=[O:17])[CH2:9]1)C1C=CC=CC=1.[H][H]. Product: [O:21]=[C:14]([NH:13][CH:10]1[CH2:11][CH2:12][NH:8][CH2:9]1)[CH2:15][C:16]([O:18][CH2:19][CH3:20])=[O:17]. The catalyst class is: 320.